The task is: Predict the reactants needed to synthesize the given product.. This data is from Full USPTO retrosynthesis dataset with 1.9M reactions from patents (1976-2016). Given the product [OH:30][C:2]1[C:15]2[CH2:14][C:13]3[C:8](=[CH:9][C:10]([C:17]([CH3:20])([CH3:19])[CH3:18])=[CH:11][C:12]=3[OH:32])[O:7][C:6]=2[CH:5]=[C:4]([C:21]([CH3:24])([CH3:23])[CH3:22])[CH:3]=1, predict the reactants needed to synthesize it. The reactants are: Br[C:2]1[C:15]2[CH2:14][C:13]3[C:8](=[CH:9][C:10]([C:17]([CH3:20])([CH3:19])[CH3:18])=[CH:11][C:12]=3Br)[O:7][C:6]=2[CH:5]=[C:4]([C:21]([CH3:24])([CH3:23])[CH3:22])[CH:3]=1.C([Li])CCC.[OH-:30].[K+].[OH:32]O.Cl.